Dataset: Forward reaction prediction with 1.9M reactions from USPTO patents (1976-2016). Task: Predict the product of the given reaction. (1) Given the reactants [C:1]([C@@H:3]([NH:5][C:6](=[O:12])OC(C)(C)C)[CH3:4])#[N:2].[CH2:13]([C:19]1[CH:27]=[CH:26][C:22](C(O)=O)=[CH:21][CH:20]=1)[CH2:14][CH2:15][CH2:16][CH2:17][CH3:18], predict the reaction product. The product is: [C:1]([C@@H:3]([NH:5][C:6](=[O:12])[C:22]1[CH:21]=[CH:20][C:19]([CH2:13][CH2:14][CH2:15][CH2:16][CH2:17][CH3:18])=[CH:27][CH:26]=1)[CH3:4])#[N:2]. (2) Given the reactants [CH:1]1[CH:5]=[C:4]([CH2:6][C:7]2[NH:11][CH:10]=[CH:9][CH:8]=2)[NH:3][CH:2]=1.C1([Mg]Br)C(C)=CC(C)=CC=1C.[CH:23](OC1C=CC=CC=1)=[O:24], predict the reaction product. The product is: [CH:9]1[CH:8]=[C:7]([CH2:6][C:4]2[NH:3][C:2]([CH:23]=[O:24])=[CH:1][CH:5]=2)[NH:11][CH:10]=1. (3) Given the reactants C(OC(=O)[NH:7][CH2:8][C@@H:9]1[CH2:11][C@H:10]1[C:12]1[CH:17]=[C:16]([F:18])[CH:15]=[CH:14][C:13]=1[O:19][CH2:20][CH:21]1[CH2:23][CH2:22]1)(C)(C)C.C(OCC)C.[ClH:30], predict the reaction product. The product is: [ClH:30].[CH:21]1([CH2:20][O:19][C:13]2[CH:14]=[CH:15][C:16]([F:18])=[CH:17][C:12]=2[C@@H:10]2[CH2:11][C@H:9]2[CH2:8][NH2:7])[CH2:23][CH2:22]1.